The task is: Predict the reactants needed to synthesize the given product.. This data is from Full USPTO retrosynthesis dataset with 1.9M reactions from patents (1976-2016). The reactants are: [F:1][C:2]([F:18])([F:17])[C:3]1[CH:8]=[CH:7][CH:6]=[CH:5][C:4]=1[C:9]1[CH:14]=[CH:13][C:12]([CH:15]=[O:16])=[CH:11][CH:10]=1.[O-:19]Cl=O.[Na+]. Given the product [F:1][C:2]([F:17])([F:18])[C:3]1[CH:8]=[CH:7][CH:6]=[CH:5][C:4]=1[C:9]1[CH:14]=[CH:13][C:12]([C:15]([OH:19])=[O:16])=[CH:11][CH:10]=1, predict the reactants needed to synthesize it.